Dataset: Full USPTO retrosynthesis dataset with 1.9M reactions from patents (1976-2016). Task: Predict the reactants needed to synthesize the given product. (1) Given the product [CH3:12][C:8]1[N:18]([CH3:17])[C:10](=[O:9])[C:6](=[CH:5][C:4]2[CH:13]=[CH:14][CH:15]=[CH:16][C:3]=2[O:2][CH3:1])[N:7]=1, predict the reactants needed to synthesize it. The reactants are: [CH3:1][O:2][C:3]1[CH:16]=[CH:15][CH:14]=[CH:13][C:4]=1[CH:5]=[C:6]1[C:10](=O)[O:9][C:8]([CH3:12])=[N:7]1.[CH3:17][NH2:18].C(=O)([O-])[O-].[K+].[K+]. (2) Given the product [F:16][C:17]1[CH:18]=[CH:19][C:20]([O:23][C:24]2[CH:25]=[CH:26][C:27]([N:30]([C:9]([O:11][C:12]([CH3:13])([CH3:14])[CH3:15])=[O:10])[C:31]3[CH:36]=[N:35][C:34]([S:37][CH3:38])=[N:33][CH:32]=3)=[CH:28][CH:29]=2)=[N:21][CH:22]=1, predict the reactants needed to synthesize it. The reactants are: [C:9](O[C:9]([O:11][C:12]([CH3:15])([CH3:14])[CH3:13])=[O:10])([O:11][C:12]([CH3:15])([CH3:14])[CH3:13])=[O:10].[F:16][C:17]1[CH:18]=[CH:19][C:20]([O:23][C:24]2[CH:29]=[CH:28][C:27]([NH:30][C:31]3[CH:32]=[N:33][C:34]([S:37][CH3:38])=[N:35][CH:36]=3)=[CH:26][CH:25]=2)=[N:21][CH:22]=1. (3) Given the product [I:20][C:1]#[C:2][CH2:3][CH2:4][CH2:5][CH2:6][CH2:7][C:8]#[C:9][C:10]#[C:11][CH2:12][CH2:13][CH2:14][CH2:15][CH2:16][CH2:17][CH2:18][CH3:19], predict the reactants needed to synthesize it. The reactants are: [CH:1]#[C:2][CH2:3][CH2:4][CH2:5][CH2:6][CH2:7][C:8]#[C:9][C:10]#[C:11][CH2:12][CH2:13][CH2:14][CH2:15][CH2:16][CH2:17][CH2:18][CH3:19].[I:20]I. (4) Given the product [C:1]([C:5]1[CH:6]=[C:7]([CH:12]=[C:13]([C:19]#[N:20])[C:14]=1[O:15][CH3:16])[C:8]([O:10][CH3:11])=[O:9])([CH3:4])([CH3:3])[CH3:2], predict the reactants needed to synthesize it. The reactants are: [C:1]([C:5]1[CH:6]=[C:7]([CH:12]=[C:13](I)[C:14]=1[O:15][CH3:16])[C:8]([O:10][CH3:11])=[O:9])([CH3:4])([CH3:3])[CH3:2].[Cu](C#N)[C:19]#[N:20].C(=O)([O-])[O-].[K+].[K+].